From a dataset of Reaction yield outcomes from USPTO patents with 853,638 reactions. Predict the reaction yield, written as a fraction of the theoretical maximum amount of product (1.0 means a 100% yield; for example, 0.34 means a 34% yield). (1) The reactants are [OH-].[Li+].[NH2:3][C:4]1[N:5]([C:18]2[C:27]3[C:22](=[CH:23][CH:24]=[CH:25][CH:26]=3)[C:21]([CH:28]3[CH2:30][CH2:29]3)=[CH:20][CH:19]=2)[C:6]([S:9][C:10]([CH3:17])([CH3:16])[C:11]([O:13]CC)=[O:12])=[N:7][N:8]=1.Cl. The catalyst is C1COCC1.CO. The product is [NH2:3][C:4]1[N:5]([C:18]2[C:27]3[C:22](=[CH:23][CH:24]=[CH:25][CH:26]=3)[C:21]([CH:28]3[CH2:30][CH2:29]3)=[CH:20][CH:19]=2)[C:6]([S:9][C:10]([CH3:17])([CH3:16])[C:11]([OH:13])=[O:12])=[N:7][N:8]=1. The yield is 0.740. (2) The reactants are [Cl:1][C:2]1[S:3][C:4]([S:16](=[O:30])(=[O:29])[NH:17][C:18]2[CH:23]=[CH:22][C:21]([C:24]([O:26][CH3:27])=[O:25])=[C:20]([OH:28])[CH:19]=2)=[CH:5][C:6]=1[C:7]1[CH:8]=[C:9]([CH:13]=[CH:14][CH:15]=1)[C:10]([OH:12])=[O:11].[C:31](N1C=CN=C1)(N1C=CN=C1)=O.N1C=CC=CC=1.CO. No catalyst specified. The product is [Cl:1][C:2]1[S:3][C:4]([S:16]([NH:17][C:18]2[CH:23]=[CH:22][C:21]([C:24]([O:26][CH3:27])=[O:25])=[C:20]([OH:28])[CH:19]=2)(=[O:30])=[O:29])=[CH:5][C:6]=1[C:7]1[CH:15]=[CH:14][CH:13]=[C:9]([C:10]([O:12][CH3:31])=[O:11])[CH:8]=1. The yield is 0.720. (3) The reactants are [Br:1][C:2]1[CH:9]=[CH:8][C:5]([CH:6]=[O:7])=[C:4](F)[CH:3]=1.[CH3:11][O-:12].[Na+]. The catalyst is CO. The product is [Br:1][C:2]1[CH:9]=[CH:8][C:5]([CH:6]=[O:7])=[C:4]([O:12][CH3:11])[CH:3]=1. The yield is 0.970. (4) The reactants are [Li+].[OH-].O.[Cl:4][C:5]1[CH:38]=[CH:37][CH:36]=[C:35]([Cl:39])[C:6]=1[C:7]([NH:9][C@H:10]([C:31]([O:33]C)=[O:32])[CH2:11][C:12]1[CH:17]=[CH:16][C:15]([O:18][CH2:19][CH2:20][C:21]2[CH:30]=[CH:29][C:28]3[CH2:27][CH2:26][CH2:25][NH:24][C:23]=3[N:22]=2)=[CH:14][CH:13]=1)=[O:8]. The catalyst is CC(N(C)C)=O. The product is [Cl:4][C:5]1[CH:38]=[CH:37][CH:36]=[C:35]([Cl:39])[C:6]=1[C:7]([NH:9][C@H:10]([C:31]([OH:33])=[O:32])[CH2:11][C:12]1[CH:13]=[CH:14][C:15]([O:18][CH2:19][CH2:20][C:21]2[CH:30]=[CH:29][C:28]3[CH2:27][CH2:26][CH2:25][NH:24][C:23]=3[N:22]=2)=[CH:16][CH:17]=1)=[O:8]. The yield is 0.750. (5) The reactants are C(Cl)(=O)C(Cl)=O.CS(C)=O.[F:11][C:12]([F:49])([F:48])[C:13]1[CH:14]=[C:15]([C:23]([CH3:47])([CH3:46])[C:24]([N:26]([C:28]2[CH:29]=[N:30][C:31]([NH:41][CH2:42][CH:43]([OH:45])[CH3:44])=[CH:32][C:33]=2[C:34]2[CH:39]=[CH:38][CH:37]=[CH:36][C:35]=2[Cl:40])[CH3:27])=[O:25])[CH:16]=[C:17]([C:19]([F:22])([F:21])[F:20])[CH:18]=1.C(N(C(C)C)C(C)C)C. The catalyst is ClCCl. The product is [F:49][C:12]([F:11])([F:48])[C:13]1[CH:14]=[C:15]([C:23]([CH3:46])([CH3:47])[C:24]([N:26]([C:28]2[CH:29]=[N:30][C:31]([NH:41][CH2:42][C:43](=[O:45])[CH3:44])=[CH:32][C:33]=2[C:34]2[CH:39]=[CH:38][CH:37]=[CH:36][C:35]=2[Cl:40])[CH3:27])=[O:25])[CH:16]=[C:17]([C:19]([F:22])([F:21])[F:20])[CH:18]=1. The yield is 0.850. (6) The reactants are [NH2:1][C:2]1[O:6][CH:5]([C:7]2[CH:12]=[CH:11][C:10]([Cl:13])=[CH:9][CH:8]=2)[C:4](=[O:14])[C:3]=1[OH:15].C([O-])([O-])=O.[K+].[K+].[C:22]1([S:28](Cl)(=[O:30])=[O:29])[CH:27]=[CH:26][CH:25]=[CH:24][CH:23]=1. The catalyst is C1COCC1. The product is [Cl:13][C:10]1[CH:9]=[CH:8][C:7]([CH:5]2[C:4](=[O:14])[C:3]([O:15][S:28]([C:22]3[CH:27]=[CH:26][CH:25]=[CH:24][CH:23]=3)(=[O:30])=[O:29])=[C:2]([NH2:1])[O:6]2)=[CH:12][CH:11]=1. The yield is 0.170.